Dataset: Reaction yield outcomes from USPTO patents with 853,638 reactions. Task: Predict the reaction yield, written as a fraction of the theoretical maximum amount of product (1.0 means a 100% yield; for example, 0.34 means a 34% yield). (1) The reactants are [CH2:1]([O:8][C:9]1[CH:14]=[CH:13][C:12]([C:15](=[O:18])[CH2:16]Cl)=[CH:11][C:10]=1[F:19])[C:2]1[CH:7]=[CH:6][CH:5]=[CH:4][CH:3]=1.Cl.Cl.[CH3:22][O:23][C:24]1[N:29]=[CH:28][C:27]([C:30]2([OH:36])[CH2:35][CH2:34][NH:33][CH2:32][CH2:31]2)=[CH:26][CH:25]=1. The catalyst is C(O)C. The product is [CH2:1]([O:8][C:9]1[CH:14]=[CH:13][C:12]([C:15](=[O:18])[CH2:16][N:33]2[CH2:34][CH2:35][C:30]([OH:36])([C:27]3[CH:28]=[N:29][C:24]([O:23][CH3:22])=[CH:25][CH:26]=3)[CH2:31][CH2:32]2)=[CH:11][C:10]=1[F:19])[C:2]1[CH:7]=[CH:6][CH:5]=[CH:4][CH:3]=1. The yield is 0.960. (2) The reactants are [C:1]([CH2:3][C:4]([NH2:6])=[O:5])#[N:2].[C:7](OCC)(=[O:12])[CH2:8][C:9]([CH3:11])=O.[OH-].[K+]. The catalyst is CO. The product is [C:1]([C:3]1[C:4]([OH:5])=[N:6][C:7]([OH:12])=[CH:8][C:9]=1[CH3:11])#[N:2]. The yield is 0.750. (3) The reactants are [C:1]([O:5][C:6]([N:8]([CH2:10][C:11]1[CH:12]=[C:13]([C:29]2[CH:34]=[CH:33][CH:32]=[CH:31][CH:30]=2)[N:14]([S:16]([C:19]2[CH:20]=[C:21]([CH:26]=[CH:27][CH:28]=2)[C:22]([O:24]C)=[O:23])(=[O:18])=[O:17])[CH:15]=1)[CH3:9])=[O:7])([CH3:4])([CH3:3])[CH3:2].[OH-].[Na+].Cl. The catalyst is O1CCCC1.CO. The product is [C:1]([O:5][C:6]([N:8]([CH2:10][C:11]1[CH:12]=[C:13]([C:29]2[CH:30]=[CH:31][CH:32]=[CH:33][CH:34]=2)[N:14]([S:16]([C:19]2[CH:20]=[C:21]([CH:26]=[CH:27][CH:28]=2)[C:22]([OH:24])=[O:23])(=[O:18])=[O:17])[CH:15]=1)[CH3:9])=[O:7])([CH3:4])([CH3:2])[CH3:3]. The yield is 0.830. (4) The reactants are [Cl-].O[NH3+:3].[C:4](=[O:7])([O-])[OH:5].[Na+].CS(C)=O.[CH3:13][C:14]1([CH3:50])[CH2:18][C:17]2[CH:19]=[C:20]([N:23]3[C:28](=[O:29])[C:27]([CH2:30][C:31]4[CH:36]=[CH:35][C:34]([C:37]5[C:38]([C:43]#[N:44])=[CH:39][CH:40]=[CH:41][CH:42]=5)=[C:33]([F:45])[CH:32]=4)=[C:26]([CH2:46][CH2:47][CH3:48])[N:25]=[C:24]3[CH3:49])[CH:21]=[CH:22][C:16]=2[O:15]1. The catalyst is C(OCC)(=O)C. The product is [CH3:13][C:14]1([CH3:50])[CH2:18][C:17]2[CH:19]=[C:20]([N:23]3[C:28](=[O:29])[C:27]([CH2:30][C:31]4[CH:36]=[CH:35][C:34]([C:37]5[CH:42]=[CH:41][CH:40]=[CH:39][C:38]=5[C:43]5[NH:3][C:4](=[O:7])[O:5][N:44]=5)=[C:33]([F:45])[CH:32]=4)=[C:26]([CH2:46][CH2:47][CH3:48])[N:25]=[C:24]3[CH3:49])[CH:21]=[CH:22][C:16]=2[O:15]1. The yield is 0.550.